From a dataset of Reaction yield outcomes from USPTO patents with 853,638 reactions. Predict the reaction yield, written as a fraction of the theoretical maximum amount of product (1.0 means a 100% yield; for example, 0.34 means a 34% yield). (1) The reactants are Br[CH2:2][CH2:3][O:4][C:5](=[O:10])[C:6]([CH3:9])([CH3:8])[CH3:7].[C:11]([O:15][C:16](=[O:24])[NH:17][C@H:18]1[CH2:23][CH2:22][CH2:21][NH:20][CH2:19]1)([CH3:14])([CH3:13])[CH3:12].C(=O)([O-])[O-].[K+].[K+].[I-].[Na+]. The catalyst is CN(C=O)C. The product is [C:11]([O:15][C:16]([NH:17][C@H:18]1[CH2:23][CH2:22][CH2:21][N:20]([CH2:2][CH2:3][O:4][C:5](=[O:10])[C:6]([CH3:9])([CH3:8])[CH3:7])[CH2:19]1)=[O:24])([CH3:14])([CH3:12])[CH3:13]. The yield is 0.980. (2) The reactants are [OH:1][C:2]1[CH:7]=[CH:6][C:5]([CH2:8][C:9]([OH:11])=O)=[CH:4][CH:3]=1.[Cl:12][C:13]1[CH:18]=[CH:17][C:16]([CH:19]([C:21]2[CH:26]=[CH:25][CH:24]=[CH:23][CH:22]=2)[NH2:20])=[CH:15][CH:14]=1. No catalyst specified. The product is [Cl:12][C:13]1[CH:14]=[CH:15][C:16]([CH:19]([C:21]2[CH:22]=[CH:23][CH:24]=[CH:25][CH:26]=2)[NH:20][C:9](=[O:11])[CH2:8][C:5]2[CH:4]=[CH:3][C:2]([OH:1])=[CH:7][CH:6]=2)=[CH:17][CH:18]=1. The yield is 0.652. (3) The reactants are C[O:2][C:3](=[O:20])[CH:4]([CH3:19])[CH2:5][NH:6][C:7]([O:9][CH2:10][C:11]1[CH:16]=[CH:15][C:14]([O:17][CH3:18])=[CH:13][CH:12]=1)=[O:8].[OH-].[Li+]. The catalyst is CO. The product is [CH3:18][O:17][C:14]1[CH:13]=[CH:12][C:11]([CH2:10][O:9][C:7]([NH:6][CH2:5][CH:4]([CH3:19])[C:3]([OH:20])=[O:2])=[O:8])=[CH:16][CH:15]=1. The yield is 0.970. (4) The reactants are [C:1]([NH:8][C@H:9]([C:17]([OH:19])=O)[CH2:10][C:11]1[CH:16]=[CH:15][CH:14]=[CH:13][CH:12]=1)([O:3][C:4]([CH3:7])([CH3:6])[CH3:5])=[O:2].[CH2:20]([O:22][C:23]([C@:25]1([NH2:37])[CH2:30][C@H:29]([OH:31])[C@@H:28]2[C@H:26]1[C@H:27]2[C:32]([O:34][CH2:35][CH3:36])=[O:33])=[O:24])[CH3:21]. The catalyst is ClCCl. The product is [CH2:20]([O:22][C:23]([C@:25]1([NH:37][C:17](=[O:19])[CH:9]([NH:8][C:1]([O:3][C:4]([CH3:5])([CH3:6])[CH3:7])=[O:2])[CH2:10][C:11]2[CH:12]=[CH:13][CH:14]=[CH:15][CH:16]=2)[CH2:30][C@H:29]([OH:31])[C@@H:28]2[C@H:26]1[C@H:27]2[C:32]([O:34][CH2:35][CH3:36])=[O:33])=[O:24])[CH3:21]. The yield is 0.870. (5) The reactants are [CH:1]([C:3]1[CH:11]=[C:10]2[C:6]([CH:7]=[N:8][NH:9]2)=[CH:5][CH:4]=1)=O.[C:12]([CH2:14][C:15]([NH2:17])=[O:16])#[N:13].N1CCCCC1. The catalyst is C1COCC1. The product is [C:12]([C:14](=[CH:1][C:3]1[CH:11]=[C:10]2[C:6]([CH:7]=[N:8][NH:9]2)=[CH:5][CH:4]=1)[C:15]([NH2:17])=[O:16])#[N:13]. The yield is 0.460. (6) The reactants are [CH3:1][C:2]([C:6]1[NH:7][C:8]2[C:13]([CH:14]=1)=[CH:12][C:11]([N+:15]([O-])=O)=[CH:10][CH:9]=2)([CH3:5])[CH2:3][OH:4].O.O.[Sn](Cl)(Cl)(Cl)Cl. The catalyst is C(O)C.C(OCC)(=O)C.O. The product is [NH2:15][C:11]1[CH:12]=[C:13]2[C:8](=[CH:9][CH:10]=1)[NH:7][C:6]([C:2]([CH3:5])([CH3:1])[CH2:3][OH:4])=[CH:14]2. The yield is 0.980. (7) The product is [Br-:35].[F:17][C:13]1[CH:12]=[C:11]([C:9]([C:18]2[CH:23]=[CH:22][CH:21]=[C:20]([F:24])[CH:19]=2)([OH:10])[C:4]23[CH2:5][CH2:6][N+:1]([CH2:34][CH2:33][O:32][CH2:31][C:25]4[CH:30]=[CH:29][CH:28]=[CH:27][CH:26]=4)([CH2:2][CH2:3]2)[CH2:8][CH2:7]3)[CH:16]=[CH:15][CH:14]=1. The reactants are [N:1]12[CH2:8][CH2:7][C:4]([C:9]([C:18]3[CH:23]=[CH:22][CH:21]=[C:20]([F:24])[CH:19]=3)([C:11]3[CH:16]=[CH:15][CH:14]=[C:13]([F:17])[CH:12]=3)[OH:10])([CH2:5][CH2:6]1)[CH2:3][CH2:2]2.[C:25]1([CH2:31][O:32][CH2:33][CH2:34][Br:35])[CH:30]=[CH:29][CH:28]=[CH:27][CH:26]=1. The catalyst is CC#N. The yield is 0.432. (8) The reactants are [C:1]([C:4]1[CH:35]=[CH:34][C:7]([CH2:8][CH2:9][N:10]2[CH2:15][CH:14]=[C:13]([C:16]3[C:17]([C:28]4[CH:33]=[CH:32][N:31]=[CH:30][CH:29]=4)=[C:18]([C:21]4[CH:26]=[CH:25][C:24]([F:27])=[CH:23][CH:22]=4)[NH:19][CH:20]=3)[CH2:12][CH2:11]2)=[CH:6][CH:5]=1)(O)=[O:2].[C:36](N1C=CN=C1)([N:38]1C=CN=C1)=O.CN.O1CCCC1.C(=O)([O-])O.[Na+]. The catalyst is CN(C)C=O. The product is [F:27][C:24]1[CH:23]=[CH:22][C:21]([C:18]2[NH:19][CH:20]=[C:16]([C:13]3[CH2:12][CH2:11][N:10]([CH2:9][CH2:8][C:7]4[CH:34]=[CH:35][C:4]([C:1](=[O:2])[NH:38][CH3:36])=[CH:5][CH:6]=4)[CH2:15][CH:14]=3)[C:17]=2[C:28]2[CH:33]=[CH:32][N:31]=[CH:30][CH:29]=2)=[CH:26][CH:25]=1. The yield is 0.920.